From a dataset of NCI-60 drug combinations with 297,098 pairs across 59 cell lines. Regression. Given two drug SMILES strings and cell line genomic features, predict the synergy score measuring deviation from expected non-interaction effect. (1) Drug 1: C1C(C(OC1N2C=NC3=C(N=C(N=C32)Cl)N)CO)O. Drug 2: CC1C(C(CC(O1)OC2CC(CC3=C2C(=C4C(=C3O)C(=O)C5=C(C4=O)C(=CC=C5)OC)O)(C(=O)CO)O)N)O.Cl. Cell line: ACHN. Synergy scores: CSS=48.8, Synergy_ZIP=-4.54, Synergy_Bliss=-3.43, Synergy_Loewe=-9.11, Synergy_HSA=-2.90. (2) Drug 1: CC=C1C(=O)NC(C(=O)OC2CC(=O)NC(C(=O)NC(CSSCCC=C2)C(=O)N1)C(C)C)C(C)C. Drug 2: CN(CC1=CN=C2C(=N1)C(=NC(=N2)N)N)C3=CC=C(C=C3)C(=O)NC(CCC(=O)O)C(=O)O. Cell line: OVCAR-8. Synergy scores: CSS=51.4, Synergy_ZIP=-3.38, Synergy_Bliss=2.72, Synergy_Loewe=-3.24, Synergy_HSA=1.68.